Dataset: Full USPTO retrosynthesis dataset with 1.9M reactions from patents (1976-2016). Task: Predict the reactants needed to synthesize the given product. (1) Given the product [CH3:15][O:16][C:17]1[CH:22]=[CH:21][C:20]([O:23][CH3:24])=[CH:19][C:18]=1[C:2]1[N:7]([CH2:8][CH2:9][O:10][CH3:11])[C:6]([S:12][CH3:13])=[N:5][C:4](=[O:14])[CH:3]=1, predict the reactants needed to synthesize it. The reactants are: I[C:2]1[N:7]([CH2:8][CH2:9][O:10][CH3:11])[C:6]([S:12][CH3:13])=[N:5][C:4](=[O:14])[CH:3]=1.[CH3:15][O:16][C:17]1[CH:22]=[CH:21][C:20]([O:23][CH3:24])=[CH:19][C:18]=1B(O)O.C(=O)([O-])[O-].[Na+].[Na+]. (2) The reactants are: C(OC(=O)[NH:7][C:8]([C:11](=[O:42])[NH:12][C@H:13]([CH2:33][O:34][CH2:35][C:36]1[CH:41]=[CH:40][CH:39]=[CH:38][CH:37]=1)[C:14](=[O:32])[N:15]1[CH2:20][CH2:19][N:18]2[C:21](=[O:24])[CH2:22][CH2:23][C:17]2([CH2:25][C:26]2[CH:31]=[CH:30][CH:29]=[CH:28][N:27]=2)[CH2:16]1)([CH3:10])[CH3:9])(C)(C)C.Cl. Given the product [NH2:7][C:8]([CH3:10])([CH3:9])[C:11]([NH:12][C@H:13]([CH2:33][O:34][CH2:35][C:36]1[CH:37]=[CH:38][CH:39]=[CH:40][CH:41]=1)[C:14](=[O:32])[N:15]1[CH2:20][CH2:19][N:18]2[C:21](=[O:24])[CH2:22][CH2:23][C:17]2([CH2:25][C:26]2[CH:31]=[CH:30][CH:29]=[CH:28][N:27]=2)[CH2:16]1)=[O:42], predict the reactants needed to synthesize it. (3) The reactants are: [CH:1]1([N:7]2[CH2:12][CH2:11][CH:10]([CH2:13][CH2:14][CH2:15][C:16]3[CH:21]=[CH:20][CH:19]=[CH:18][CH:17]=3)[CH2:9][CH2:8]2)[CH2:6][CH2:5][CH2:4][CH2:3][CH2:2]1.[Cl:22]CCl. Given the product [ClH:22].[CH:1]1([N:7]2[CH2:8][CH2:9][CH:10]([CH2:13][CH2:14][CH2:15][C:16]3[CH:21]=[CH:20][CH:19]=[CH:18][CH:17]=3)[CH2:11][CH2:12]2)[CH2:6][CH2:5][CH2:4][CH2:3][CH2:2]1, predict the reactants needed to synthesize it. (4) The reactants are: [O:1]=[C:2]1[NH:8][C:7]2[CH:9]=[CH:10][CH:11]=[CH:12][C:6]=2[CH2:5][CH2:4][N:3]1[CH2:13][C@H:14]1[CH2:19][CH2:18][C@H:17]([C:20]([OH:22])=O)[CH2:16][CH2:15]1.C1N=CN(C(N2C=NC=C2)=O)C=1.[N:35]1[CH:40]=[CH:39][CH:38]=[CH:37][C:36]=1[N:41]1[CH2:46][CH2:45][NH:44][CH2:43][CH2:42]1. Given the product [N:35]1[CH:40]=[CH:39][CH:38]=[CH:37][C:36]=1[N:41]1[CH2:42][CH2:43][N:44]([C:20]([C@H:17]2[CH2:18][CH2:19][C@H:14]([CH2:13][N:3]3[CH2:4][CH2:5][C:6]4[CH:12]=[CH:11][CH:10]=[CH:9][C:7]=4[NH:8][C:2]3=[O:1])[CH2:15][CH2:16]2)=[O:22])[CH2:45][CH2:46]1, predict the reactants needed to synthesize it. (5) Given the product [Cl:19][C:20]1[CH:21]=[CH:22][C:23]([O:27][CH2:28][CH2:29][CH2:30][N:31]([CH3:32])[CH3:33])=[C:24]([NH:26][C:8]([NH:9][C:10]2[CH:15]=[CH:14][C:13]([C:16]#[N:17])=[CH:12][N:11]=2)=[O:18])[CH:25]=1, predict the reactants needed to synthesize it. The reactants are: C1(O[C:8](=[O:18])[NH:9][C:10]2[CH:15]=[CH:14][C:13]([C:16]#[N:17])=[CH:12][N:11]=2)C=CC=CC=1.[Cl:19][C:20]1[CH:21]=[CH:22][C:23]([O:27][CH2:28][CH2:29][CH2:30][N:31]([CH3:33])[CH3:32])=[C:24]([NH2:26])[CH:25]=1.